Dataset: Peptide-MHC class I binding affinity with 185,985 pairs from IEDB/IMGT. Task: Regression. Given a peptide amino acid sequence and an MHC pseudo amino acid sequence, predict their binding affinity value. This is MHC class I binding data. (1) The peptide sequence is HKELAITAL. The MHC is HLA-A02:16 with pseudo-sequence HLA-A02:16. The binding affinity (normalized) is 0.0847. (2) The MHC is HLA-B35:01 with pseudo-sequence HLA-B35:01. The binding affinity (normalized) is 0.461. The peptide sequence is WAGIWGGKL. (3) The peptide sequence is ILGSLGLRK. The MHC is HLA-A03:01 with pseudo-sequence HLA-A03:01. The binding affinity (normalized) is 0.374. (4) The peptide sequence is QQWIQFMMSR. The MHC is HLA-A33:01 with pseudo-sequence HLA-A33:01. The binding affinity (normalized) is 0.327. (5) The peptide sequence is RYMGEDGCWY. The MHC is HLA-A30:02 with pseudo-sequence HLA-A30:02. The binding affinity (normalized) is 0. (6) The peptide sequence is ILPMIIGEPI. The MHC is HLA-A68:02 with pseudo-sequence HLA-A68:02. The binding affinity (normalized) is 0.310.